Predict hERG channel inhibition at various concentrations. From a dataset of hERG Central: cardiac toxicity at 1µM, 10µM, and general inhibition. (1) Results: hERG_inhib (hERG inhibition (general)): blocker. The compound is NNC(=O)c1oc2nc(-c3cccs3)cc(-c3ccco3)c2c1N. (2) The drug is OC(COC(c1ccccc1)c1ccccc1)CN1CCCCC1. Results: hERG_inhib (hERG inhibition (general)): blocker. (3) The drug is CCN(CC)CCN(Cc1cc2cc3c(cc2[nH]c1=O)OCO3)C(=S)NCC(C)C. Results: hERG_inhib (hERG inhibition (general)): blocker. (4) The molecule is Cc1ccc2nc3c(cc(C(=O)NCC4CCCO4)c(=N)n3CCCOC(C)C)c(=O)n2c1. Results: hERG_inhib (hERG inhibition (general)): blocker. (5) The compound is Clc1ccc(C[n+]2cc(-c3ccccc3)n3c2CCCCC3)c(Cl)c1.[Br-]. Results: hERG_inhib (hERG inhibition (general)): blocker.